The task is: Predict the product of the given reaction.. This data is from Forward reaction prediction with 1.9M reactions from USPTO patents (1976-2016). (1) Given the reactants [CH2:1]([O:3][C:4]([C:6]1[CH:7]=[N:8][N:9]([C:12]2[CH:13]=[N:14][C:15](Cl)=[CH:16][CH:17]=2)[C:10]=1[CH3:11])=[O:5])[CH3:2].[CH:19]1(B(O)O)[CH2:21][CH2:20]1.P([O-])([O-])([O-])=O.[K+].[K+].[K+].[Cl-].[NH4+], predict the reaction product. The product is: [CH2:1]([O:3][C:4]([C:6]1[CH:7]=[N:8][N:9]([C:12]2[CH:13]=[N:14][C:15]([CH:19]3[CH2:21][CH2:20]3)=[CH:16][CH:17]=2)[C:10]=1[CH3:11])=[O:5])[CH3:2]. (2) Given the reactants C([O:3][C:4]([C:6]1[S:10][C:9]([NH:11][C:12]([C:25]2[CH:30]=[CH:29][CH:28]=[CH:27][CH:26]=2)([C:19]2[CH:24]=[CH:23][CH:22]=[CH:21][CH:20]=2)[C:13]2[CH:18]=[CH:17][CH:16]=[CH:15][CH:14]=2)=[N:8][C:7]=1[CH3:31])=[O:5])C.[OH-].[Na+].C(OCC)(=O)C, predict the reaction product. The product is: [CH3:31][C:7]1[N:8]=[C:9]([NH:11][C:12]([C:19]2[CH:24]=[CH:23][CH:22]=[CH:21][CH:20]=2)([C:13]2[CH:14]=[CH:15][CH:16]=[CH:17][CH:18]=2)[C:25]2[CH:30]=[CH:29][CH:28]=[CH:27][CH:26]=2)[S:10][C:6]=1[C:4]([OH:5])=[O:3]. (3) Given the reactants [CH3:1][O:2][C:3]1[CH:4]=[C:5]([CH:10]=[CH:11][CH:12]=1)[CH2:6][N:7]=[C:8]=[O:9].[N+:13](=[C:15]1[N:19]=[CH:18][N:17]=[C:16]1[C:20]([NH2:22])=[O:21])=[N-:14], predict the reaction product. The product is: [CH3:1][O:2][C:3]1[CH:4]=[C:5]([CH:10]=[CH:11][CH:12]=1)[CH2:6][N:7]1[C:8](=[O:9])[N:19]2[CH:18]=[N:17][C:16]([C:20]([NH2:22])=[O:21])=[C:15]2[N:13]=[N:14]1. (4) Given the reactants O.C(=O)([O-])[O-].[Na+].[Na+].Br[C:9]1[CH:14]=[CH:13][C:12]([CH:15]([C:25]2[CH:30]=[CH:29][CH:28]=[CH:27][C:26]=2[CH3:31])[CH2:16][C:17]([C:19]2[CH:24]=[CH:23][N:22]=[N:21][CH:20]=2)=[O:18])=[CH:11][CH:10]=1.B([C:35]1[CH:43]=[CH:42][C:38]([C:39]([OH:41])=[O:40])=[CH:37][CH:36]=1)(O)O, predict the reaction product. The product is: [O:18]=[C:17]([C:19]1[CH:24]=[CH:23][N:22]=[N:21][CH:20]=1)[CH2:16][CH:15]([C:12]1[CH:11]=[CH:10][C:9]([C:35]2[CH:43]=[CH:42][C:38]([C:39]([OH:41])=[O:40])=[CH:37][CH:36]=2)=[CH:14][CH:13]=1)[C:25]1[CH:30]=[CH:29][CH:28]=[CH:27][C:26]=1[CH3:31]. (5) Given the reactants [NH2:1][C@@H:2]([C:6]1[N:11]([CH2:12][C:13]2[CH:18]=[CH:17][CH:16]=[CH:15][CH:14]=2)[C:10](=[O:19])[C:9]([CH3:20])=[C:8]([CH3:21])[N:7]=1)[CH:3]([CH3:5])[CH3:4].[CH:22]1[N:23](CC=O)[CH:24]=[C:25]2[C:30]=1[CH:29]=[CH:28][CH:27]=[CH:26]2.[C:34]([OH:37])(=O)[CH3:35].C(O[BH-](OC(=O)C)OC(=O)C)(=[O:40])C.[Na+], predict the reaction product. The product is: [CH2:12]([N:11]1[C:10](=[O:19])[C:9]([CH3:20])=[C:8]([CH3:21])[N:7]=[C:6]1[C@H:2]([NH:1][CH2:30][CH2:22][N:23]1[C:34](=[O:37])[C:35]2[C:25](=[CH:26][CH:27]=[CH:28][CH:29]=2)[C:24]1=[O:40])[CH:3]([CH3:4])[CH3:5])[C:13]1[CH:14]=[CH:15][CH:16]=[CH:17][CH:18]=1. (6) Given the reactants [CH3:1][O:2][C:3](=[O:33])[NH:4][CH:5]([C:9]([N:11]1[CH2:15][CH:14]([O:16][CH2:17][CH2:18]OC)[CH2:13][CH:12]1[C:21]1[NH:22][C:23]([C:26]2[CH:31]=[CH:30][C:29]([Br:32])=[CH:28][CH:27]=2)=[CH:24][N:25]=1)=[O:10])[CH:6]([CH3:8])[CH3:7].C(OC([N:41]1CC(OCCOC)C[CH:42]1[C:51]1N(COCC[Si](C)(C)C)C=C(C2C=CC(Br)=CC=2)[N:55]=1)=O)(C)(C)C, predict the reaction product. The product is: [CH3:1][O:2][C:3](=[O:33])[NH:4][CH:5]([C:9]([N:11]1[CH2:15][CH:14]([O:16][C:17]2[CH:18]=[N:55][CH:51]=[CH:42][N:41]=2)[CH2:13][CH:12]1[C:21]1[NH:22][C:23]([C:26]2[CH:31]=[CH:30][C:29]([Br:32])=[CH:28][CH:27]=2)=[CH:24][N:25]=1)=[O:10])[CH:6]([CH3:8])[CH3:7]. (7) Given the reactants [CH:1]([C:3]1[C:7]2[CH:8]=[CH:9][CH:10]=[C:11]([C:12]([O:14][CH3:15])=[O:13])[C:6]=2[S:5][CH:4]=1)=[O:2].[BH4-].[Na+].CC(C)=O, predict the reaction product. The product is: [OH:2][CH2:1][C:3]1[C:7]2[CH:8]=[CH:9][CH:10]=[C:11]([C:12]([O:14][CH3:15])=[O:13])[C:6]=2[S:5][CH:4]=1. (8) Given the reactants [B:1](OC(C)C)([O:6]C(C)C)[O:2]C(C)C.Br[C:15]1[CH:16]=[CH:17][C:18]([O:23][Si:24]([C:27]([CH3:30])([CH3:29])[CH3:28])([CH3:26])[CH3:25])=[C:19]([CH:22]=1)[C:20]#[N:21].C([Li])CCC.Cl, predict the reaction product. The product is: [C:27]([Si:24]([CH3:26])([CH3:25])[O:23][C:18]1[CH:17]=[CH:16][C:15]([B:1]([OH:6])[OH:2])=[CH:22][C:19]=1[C:20]#[N:21])([CH3:30])([CH3:29])[CH3:28]. (9) Given the reactants ClC1C2C(=CC=CC=2)C(CC2C=NC(OC)=CC=2)=C(C)N=1.Cl[C:23]1[C:32]2[C:27](=[CH:28][CH:29]=[CH:30][CH:31]=2)[C:26]([CH2:33][C:34]2[CH:35]=[N:36][C:37]([Cl:40])=[CH:38][CH:39]=2)=[C:25]([CH3:41])[N:24]=1.[F:42][C:43]([F:52])([F:51])[C:44]1[CH:45]=[C:46]([CH:48]=[CH:49][CH:50]=1)[NH2:47].Cl.O1CCOCC1, predict the reaction product. The product is: [F:42][C:43]([F:51])([F:52])[C:44]1[CH:45]=[C:46]([CH:48]=[CH:49][CH:50]=1)[NH:47][C:23]1[C:32]2[C:27](=[CH:28][CH:29]=[CH:30][CH:31]=2)[C:26]([CH2:33][C:34]2[CH:35]=[N:36][C:37]([Cl:40])=[CH:38][CH:39]=2)=[C:25]([CH3:41])[N:24]=1. (10) Given the reactants I[C:2]1[CH:11]=[C:10]2[C:5]([CH:6]=[C:7]([C:18]3[CH:19]=[CH:20][C:21]4[O:26][CH2:25][C:24](=[O:27])[NH:23][C:22]=4[CH:28]=3)[CH:8]([C:12]3[CH:17]=[CH:16][CH:15]=[CH:14][CH:13]=3)[O:9]2)=[CH:4][CH:3]=1.[CH2:29]([NH2:31])[CH3:30], predict the reaction product. The product is: [CH2:29]([NH:31][C:2]1[CH:11]=[C:10]2[C:5]([CH:6]=[C:7]([C:18]3[CH:19]=[CH:20][C:21]4[O:26][CH2:25][C:24](=[O:27])[NH:23][C:22]=4[CH:28]=3)[CH:8]([C:12]3[CH:17]=[CH:16][CH:15]=[CH:14][CH:13]=3)[O:9]2)=[CH:4][CH:3]=1)[CH3:30].